This data is from Forward reaction prediction with 1.9M reactions from USPTO patents (1976-2016). The task is: Predict the product of the given reaction. (1) Given the reactants [C:1]([NH:4][C@@H:5]([CH2:10][C:11]1[CH:16]=[CH:15][C:14]([C:17]2[C:18]3[C:23]([CH:24]=[C:25]4[C:30]=2[CH:29]=[CH:28][CH:27]=[CH:26]4)=[CH:22][CH:21]=[CH:20][CH:19]=3)=[CH:13][CH:12]=1)[C:6]([O:8]C)=[O:7])(=[O:3])[CH3:2].O.[OH-].[Li+], predict the reaction product. The product is: [C:1]([NH:4][C@@H:5]([CH2:10][C:11]1[CH:12]=[CH:13][C:14]([C:17]2[C:18]3[C:23]([CH:24]=[C:25]4[C:30]=2[CH:29]=[CH:28][CH:27]=[CH:26]4)=[CH:22][CH:21]=[CH:20][CH:19]=3)=[CH:15][CH:16]=1)[C:6]([OH:8])=[O:7])(=[O:3])[CH3:2]. (2) The product is: [N:2]1[NH:32][N:33]=[N:34][C:1]=1[CH2:3][CH2:4][CH2:5][CH2:6][O:7][C:8]1[CH:31]=[CH:30][CH:29]=[CH:28][C:9]=1[CH2:10][N:11]([CH:25]([CH3:26])[CH3:27])[C:12](=[O:24])[C:13]1[CH:18]=[CH:17][C:16]([C:19]2[O:20][CH:21]=[CH:22][CH:23]=2)=[CH:15][CH:14]=1. Given the reactants [C:1]([CH2:3][CH2:4][CH2:5][CH2:6][O:7][C:8]1[CH:31]=[CH:30][CH:29]=[CH:28][C:9]=1[CH2:10][N:11]([CH:25]([CH3:27])[CH3:26])[C:12](=[O:24])[C:13]1[CH:18]=[CH:17][C:16]([C:19]2[O:20][CH:21]=[CH:22][CH:23]=2)=[CH:15][CH:14]=1)#[N:2].[N-:32]=[N+:33]=[N-:34].[Na+].Cl.C(N(CC)CC)C.C([O-])([O-])=O.[Na+].[Na+], predict the reaction product. (3) Given the reactants C1(P(C2C=CC=CC=2)C2C=CC=CC=2)C=CC=CC=1.N(C(OCC)=O)=NC(OCC)=O.[C:32]([O:36][C:37]([N:39]1[CH:44]([CH2:45][OH:46])[CH2:43][CH:42]2[CH:40]1[CH2:41]2)=[O:38])([CH3:35])([CH3:34])[CH3:33].O[C:48]1[CH:49]=[N:50][CH:51]=[CH:52][CH:53]=1, predict the reaction product. The product is: [C:32]([O:36][C:37]([N:39]1[CH:44]([CH2:45][O:46][C:48]2[CH:49]=[N:50][CH:51]=[CH:52][CH:53]=2)[CH2:43][CH:42]2[CH:40]1[CH2:41]2)=[O:38])([CH3:35])([CH3:34])[CH3:33]. (4) Given the reactants [Cl:1][C:2]1[C:3]2[C@H:11]([CH3:12])[CH2:10][C:9](=[O:13])[N:8](C(OC(C)(C)C)=O)[C:4]=2[N:5]=[CH:6][N:7]=1.Cl.[OH-].[NH4+], predict the reaction product. The product is: [Cl:1][C:2]1[C:3]2[C@H:11]([CH3:12])[CH2:10][C:9](=[O:13])[NH:8][C:4]=2[N:5]=[CH:6][N:7]=1. (5) Given the reactants Cl[C:2]1[CH:7]=[C:6]([C:8]2[C:16]3[C:11](=[N:12][CH:13]=[C:14]([O:17][CH3:18])[CH:15]=3)[NH:10][CH:9]=2)[CH:5]=[C:4]([Cl:19])[N:3]=1.[NH2:20][C@H:21]1[CH2:26][CH2:25][C@H:24]([OH:27])[CH2:23][CH2:22]1, predict the reaction product. The product is: [Cl:19][C:4]1[N:3]=[C:2]([NH:20][C@H:21]2[CH2:26][CH2:25][C@H:24]([OH:27])[CH2:23][CH2:22]2)[CH:7]=[C:6]([C:8]2[C:16]3[C:11](=[N:12][CH:13]=[C:14]([O:17][CH3:18])[CH:15]=3)[NH:10][CH:9]=2)[CH:5]=1. (6) Given the reactants Cl[C:2]1[N:7]=[C:6]([NH:8][C:9]2[CH:10]=[C:11]([CH:16]=[CH:17][CH:18]=2)[O:12][CH2:13][C:14]#[N:15])[C:5]([Cl:19])=[CH:4][N:3]=1.[NH2:20][C:21]1[C:22]([O:34][CH3:35])=[CH:23][C:24]2[N:30]([CH3:31])[C:29](=[O:32])[O:28][CH2:27][CH2:26][C:25]=2[CH:33]=1, predict the reaction product. The product is: [Cl:19][C:5]1[C:6]([NH:8][C:9]2[CH:10]=[C:11]([CH:16]=[CH:17][CH:18]=2)[O:12][CH2:13][C:14]#[N:15])=[N:7][C:2]([NH:20][C:21]2[C:22]([O:34][CH3:35])=[CH:23][C:24]3[N:30]([CH3:31])[C:29](=[O:32])[O:28][CH2:27][CH2:26][C:25]=3[CH:33]=2)=[N:3][CH:4]=1. (7) The product is: [CH3:37][O:38][C:39](=[O:57])[C@@H:40]([NH:56][C:31]([C@@H:15]1[CH2:14][C:13]2[CH:12]=[C:11]3[C:20]([O:21][C@H:8]([C:5]4[CH:6]=[CH:7][C:2]([OH:1])=[CH:3][CH:4]=4)[C:9](=[O:35])[N:10]3[CH3:34])=[CH:19][C:18]=2[CH2:17][N:16]1[C@@H:22]([C:25]1[CH:30]=[CH:29][CH:28]=[CH:27][CH:26]=1)[CH2:23][CH3:24])=[O:32])[CH2:41][C:42]1[CH:47]=[CH:46][C:45]([C:48]2[CH:53]=[CH:52][C:51]([C:54]#[N:55])=[CH:50][CH:49]=2)=[CH:44][CH:43]=1. Given the reactants [OH:1][C:2]1[CH:7]=[CH:6][C:5]([C@H:8]2[O:21][C:20]3[C:11](=[CH:12][C:13]4[CH2:14][C@@H:15]([C:31](O)=[O:32])[N:16]([C@@H:22]([C:25]5[CH:30]=[CH:29][CH:28]=[CH:27][CH:26]=5)[CH2:23][CH3:24])[CH2:17][C:18]=4[CH:19]=3)[N:10]([CH3:34])[C:9]2=[O:35])=[CH:4][CH:3]=1.Cl.[CH3:37][O:38][C:39](=[O:57])[C@@H:40]([NH2:56])[CH2:41][C:42]1[CH:47]=[CH:46][C:45]([C:48]2[CH:53]=[CH:52][C:51]([C:54]#[N:55])=[CH:50][CH:49]=2)=[CH:44][CH:43]=1, predict the reaction product. (8) Given the reactants N([O-])=O.[Na+].N[C@H:6]([CH2:10][CH:11]1[CH2:16][CH2:15][CH2:14][CH2:13][CH2:12]1)[C:7]([OH:9])=[O:8].[Br-:17].[K+].S(=O)(=O)(O)O, predict the reaction product. The product is: [Br:17][C@H:6]([CH2:10][CH:11]1[CH2:16][CH2:15][CH2:14][CH2:13][CH2:12]1)[C:7]([OH:9])=[O:8].